This data is from Reaction yield outcomes from USPTO patents with 853,638 reactions. The task is: Predict the reaction yield, written as a fraction of the theoretical maximum amount of product (1.0 means a 100% yield; for example, 0.34 means a 34% yield). (1) The reactants are [N:1]1([C:6]2[N:11]=[C:10]([C:12]3[CH:13]=[C:14]([NH:18][C:19](=[O:31])[NH:20][C:21]4[CH:30]=[CH:29][CH:28]=[CH:27][C:22]=4[C:23]([O:25]C)=[O:24])[CH:15]=[CH:16][CH:17]=3)[CH:9]=[CH:8][CH:7]=2)[CH2:5][CH2:4][CH2:3][CH2:2]1.[Li+].[OH-]. The catalyst is C1COCC1.CO. The product is [N:1]1([C:6]2[N:11]=[C:10]([C:12]3[CH:13]=[C:14]([NH:18][C:19](=[O:31])[NH:20][C:21]4[CH:30]=[CH:29][CH:28]=[CH:27][C:22]=4[C:23]([OH:25])=[O:24])[CH:15]=[CH:16][CH:17]=3)[CH:9]=[CH:8][CH:7]=2)[CH2:5][CH2:4][CH2:3][CH2:2]1. The yield is 0.680. (2) The reactants are [Cl:1][CH2:2][C:3]([NH:5][NH:6][C:7](=[O:16])[C:8]1[CH:13]=[CH:12][CH:11]=[C:10]([C:14]#[N:15])[CH:9]=1)=O.O=P12OP3(OP(OP(O3)(O1)=O)(=O)O2)=O.CN(C=O)C.C([O-])([O-])=O.[K+].[K+]. The catalyst is C1(C)C=CC=CC=1. The product is [Cl:1][CH2:2][C:3]1[O:16][C:7]([C:8]2[CH:9]=[C:10]([CH:11]=[CH:12][CH:13]=2)[C:14]#[N:15])=[N:6][N:5]=1. The yield is 0.290. (3) The reactants are Cl.Cl.[NH2:3][CH2:4][CH:5]([C:7]1[CH:12]=[CH:11][N:10]=[C:9]([S:13][CH3:14])[N:8]=1)[OH:6].[C:15]([O:19][C:20]([N:22]1[CH2:27][CH2:26][C:25](=O)[CH2:24][CH2:23]1)=[O:21])([CH3:18])([CH3:17])[CH3:16].CC(O)=O.C(O[BH-](OC(=O)C)OC(=O)C)(=O)C.[Na+]. The catalyst is C1COCC1.CO. The product is [C:15]([O:19][C:20]([N:22]1[CH2:27][CH2:26][CH:25]([NH:3][CH2:4][CH:5]([OH:6])[C:7]2[CH:12]=[CH:11][N:10]=[C:9]([S:13][CH3:14])[N:8]=2)[CH2:24][CH2:23]1)=[O:21])([CH3:18])([CH3:16])[CH3:17]. The yield is 0.578.